This data is from Full USPTO retrosynthesis dataset with 1.9M reactions from patents (1976-2016). The task is: Predict the reactants needed to synthesize the given product. (1) Given the product [C:1]([O:5][C:6]([N:8]1[CH2:12][CH:11]([OH:13])[CH2:10][CH:9]1[CH2:21][O:22][CH3:29])=[O:7])([CH3:2])([CH3:3])[CH3:4], predict the reactants needed to synthesize it. The reactants are: [C:1]([O:5][C:6]([N:8]1[CH2:12][CH:11]([O:13]CC2C=CC=CC=2)[CH2:10][CH:9]1[CH2:21][O:22]S(C)(=O)=O)=[O:7])([CH3:4])([CH3:3])[CH3:2].[Li+].[B-](CC)(CC)[CH2:29]C.Cl.CCCCCC.C(OCC)(=O)C. (2) Given the product [CH3:50][C:51]1[C:55]([C:56]2[CH:57]=[C:58]([NH:62][C:23]([C:18]3[C:19](=[O:22])[O:20][C:21]4[C:16]([CH:17]=3)=[CH:15][CH:14]=[CH:13][C:12]=4[O:11][CH3:10])=[O:25])[CH:59]=[CH:60][CH:61]=2)=[C:54]([CH3:63])[O:53][N:52]=1, predict the reactants needed to synthesize it. The reactants are: CCN(C(C)C)C(C)C.[CH3:10][O:11][C:12]1[CH:13]=[CH:14][CH:15]=[C:16]2[C:21]=1[O:20][C:19](=[O:22])[C:18]([C:23]([OH:25])=O)=[CH:17]2.CN(C(ON1N=NC2C=CC=NC1=2)=[N+](C)C)C.F[P-](F)(F)(F)(F)F.[CH3:50][C:51]1[C:55]([C:56]2[CH:57]=[C:58]([NH2:62])[CH:59]=[CH:60][CH:61]=2)=[C:54]([CH3:63])[O:53][N:52]=1. (3) Given the product [F:1][C:2]1[CH:7]=[C:6]([OH:8])[CH:5]=[CH:4][C:3]=1[C:9]1[N:14]=[C:13]2[NH:15][N:16]=[C:17]([CH3:18])[C:12]2=[C:11]([CH2:19][N:20]2[CH2:25][CH2:24][CH2:33][C:22]([NH:23][C:28](=[O:32])[CH2:29][O:30][CH3:31])([CH3:34])[CH2:21]2)[CH:10]=1, predict the reactants needed to synthesize it. The reactants are: [F:1][C:2]1[CH:7]=[C:6]([OH:8])[CH:5]=[CH:4][C:3]=1[C:9]1[N:14]=[C:13]2[NH:15][N:16]=[C:17]([CH3:18])[C:12]2=[C:11]([CH2:19][N:20]2[C:25](C)(C)[CH2:24][N:23]([C:28](=[O:32])[CH2:29][O:30][CH3:31])[C:22]([CH3:34])([CH3:33])[CH2:21]2)[CH:10]=1.NC1(C)CCCN(CC2C=C(C3C=CC(O)=CC=3F)N=C3NN=C(C)C=23)C1.COCC(Cl)=O. (4) Given the product [Cl:3][C:4]1[CH:11]=[C:10]([N:12]([CH2:23][C:24]2[CH:29]=[CH:28][CH:27]=[CH:26][C:25]=2[Cl:30])[C@H:13]2[CH2:17][CH2:16][N:15]([S:18]([CH3:21])(=[O:20])=[O:19])[CH2:14]2)[CH:9]=[CH:8][C:5]=1[C:6]#[N:7], predict the reactants needed to synthesize it. The reactants are: [H-].[Na+].[Cl:3][C:4]1[CH:11]=[C:10]([NH:12][C@H:13]2[CH2:17][CH2:16][N:15]([S:18]([CH3:21])(=[O:20])=[O:19])[CH2:14]2)[CH:9]=[CH:8][C:5]=1[C:6]#[N:7].Br[CH2:23][C:24]1[CH:29]=[CH:28][CH:27]=[CH:26][C:25]=1[Cl:30]. (5) Given the product [N:3]1[C:4]2[C:9](=[N:8][CH:7]=[CH:6][CH:5]=2)[CH:10]=[CH:11][C:2]=1[CH:12]=[CH:54][C:52]([O:51][CH2:50][CH3:49])=[O:53], predict the reactants needed to synthesize it. The reactants are: Cl[C:2]1[CH:11]=[CH:10][C:9]2[C:4](=[CH:5][CH:6]=[CH:7][N:8]=2)[N:3]=1.[CH3:12]OC1C=CC=C(OC)C=1C1C=CC=CC=1P(C1CCCCC1)C1CCCCC1.[O-]P([O-])([O-])=O.[K+].[K+].[K+].[CH3:49][CH2:50][O:51][C:52]([CH3:54])=[O:53]. (6) Given the product [F:35][C:36]1[CH:41]=[CH:40][C:39]([CH2:42][NH:43][C:32](=[O:33])[CH2:31][N:15]2[CH2:16][CH2:17][C:18]([C:19]3[CH:20]=[CH:21][CH:22]=[CH:23][CH:24]=3)([C:25]3[CH:30]=[CH:29][CH:28]=[CH:27][CH:26]=3)[C:14]2=[O:13])=[CH:38][CH:37]=1, predict the reactants needed to synthesize it. The reactants are: Cl.C(N=C=NCCCN(C)C)C.[O:13]=[C:14]1[C:18]([C:25]2[CH:30]=[CH:29][CH:28]=[CH:27][CH:26]=2)([C:19]2[CH:24]=[CH:23][CH:22]=[CH:21][CH:20]=2)[CH2:17][CH2:16][N:15]1[CH2:31][C:32](O)=[O:33].[F:35][C:36]1[CH:41]=[CH:40][C:39]([CH2:42][NH2:43])=[CH:38][CH:37]=1. (7) Given the product [F:1][C:2]([F:14])([F:13])[CH2:3][C:4]1[CH:9]=[CH:8][N:7]=[C:6]([C:10]2[NH:27][O:39][C:15](=[O:16])[N:12]=2)[CH:5]=1, predict the reactants needed to synthesize it. The reactants are: [F:1][C:2]([F:14])([F:13])[CH2:3][C:4]1[CH:9]=[CH:8][N:7]=[C:6]([C:10]([NH2:12])=O)[CH:5]=1.[C:15](N1C=CN=C1)(N1C=CN=C1)=[O:16].[N:27]12CCCN=C1CCCCC2.Cl.[OH2:39]. (8) Given the product [CH3:1][O:2][C:3]1[CH:4]=[CH:5][C:6]([N:9]2[C:13]3[C:23](=[O:26])[N:15]([C:14]4[CH:34]=[CH:35][C:36]([C:41]5([N:40]6[CH2:39][CH2:38][CH2:48][C:46]6=[O:47])[CH2:42][CH2:33]5)=[CH:37][CH:49]=4)[CH2:16][CH2:17][C:12]=3[C:11]([C:19]([F:20])([F:22])[F:21])=[N:10]2)=[CH:7][CH:8]=1, predict the reactants needed to synthesize it. The reactants are: [CH3:1][O:2][C:3]1[CH:8]=[CH:7][C:6]([N:9]2[C:13]3[C:14](=O)[NH:15][CH2:16][CH2:17][C:12]=3[C:11]([C:19]([F:22])([F:21])[F:20])=[N:10]2)=[CH:5][CH:4]=1.[C:23]([O-:26])([O-])=O.[K+].[K+].N1[C:42]2[C:33](=[CH:34][CH:35]=[C:36]3[C:41]=2[N:40]=[CH:39][CH:38]=[CH:37]3)C=CC=1.CCO[C:46]([CH3:48])=[O:47].[CH3:49]S(C)=O. (9) Given the product [CH2:1]([O:3][C:4]1[CH:21]=[CH:20][C:7]([O:8][C:9]2[CH:10]=[C:11]([CH:17]=[CH:18][CH:19]=2)[C:12]([OH:14])=[O:13])=[CH:6][CH:5]=1)[CH3:2], predict the reactants needed to synthesize it. The reactants are: [CH2:1]([O:3][C:4]1[CH:21]=[CH:20][C:7]([O:8][C:9]2[CH:10]=[C:11]([CH:17]=[CH:18][CH:19]=2)[C:12]([O:14]CC)=[O:13])=[CH:6][CH:5]=1)[CH3:2].[OH-].[Na+].Cl. (10) Given the product [OH:22][C:16]1[C:17](=[O:18])[N:5]([CH2:4][CH2:3][O:2][CH3:1])[S:6](=[O:7])(=[O:8])[C:9]=1[C:10]1[CH:15]=[CH:14][CH:13]=[CH:12][CH:11]=1, predict the reactants needed to synthesize it. The reactants are: [CH3:1][O:2][CH2:3][CH2:4][NH:5][S:6]([CH2:9][C:10]1[CH:15]=[CH:14][CH:13]=[CH:12][CH:11]=1)(=[O:8])=[O:7].[C:16](OCC)(=[O:22])[C:17](OCC)=[O:18].CC(C)([O-])C.[K+].